This data is from Forward reaction prediction with 1.9M reactions from USPTO patents (1976-2016). The task is: Predict the product of the given reaction. (1) The product is: [F:30][C:5]1[O:6][C:2]([B:45]2[O:49][C:48]([CH3:51])([CH3:50])[C:47]([CH3:53])([CH3:52])[O:46]2)=[CH:3][CH:4]=1. Given the reactants Br[C:2]1[O:6][C:5](C(O)=O)=[CH:4][CH:3]=1.[B-](F)(F)(F)F.[B-](F)(F)(F)F.C1[N+]2(CCl)CC[N+]([F:30])(CC2)C1.C([O-])(O)=O.[Na+].[Li]CCCC.C(O[B:45]1[O:49][C:48]([CH3:51])([CH3:50])[C:47]([CH3:53])([CH3:52])[O:46]1)(C)C, predict the reaction product. (2) Given the reactants O[CH2:2][CH2:3][N:4]([CH:31]([CH3:33])[CH3:32])[C:5]([C:7]1[C:12]([O:13][CH2:14][C:15]2[CH:20]=[CH:19][CH:18]=[CH:17][CH:16]=2)=[C:11]([OH:21])[N:10]=[C:9]([CH2:22][C:23]2[CH:28]=[CH:27][C:26]([Cl:29])=[CH:25][C:24]=2[Br:30])[N:8]=1)=[O:6].C1(P(C2C=CC=CC=2)C2C=CC=CC=2)C=CC=CC=1.N(C(OC(C)C)=O)=NC(OC(C)C)=O.CO, predict the reaction product. The product is: [CH2:14]([O:13][C:12]1[C:11](=[O:21])[N:10]=[C:9]([CH2:22][C:23]2[CH:28]=[CH:27][C:26]([Cl:29])=[CH:25][C:24]=2[Br:30])[N:8]2[CH2:2][CH2:3][N:4]([CH:31]([CH3:32])[CH3:33])[C:5](=[O:6])[C:7]=12)[C:15]1[CH:16]=[CH:17][CH:18]=[CH:19][CH:20]=1. (3) Given the reactants [NH3:1].[F:2][CH:3]([F:29])[O:4][C:5]1[CH:17]=[CH:16][C:15]([C:18]2[CH2:22][C:21]([CH3:28])([C:23]3[O:24][CH:25]=[N:26][N:27]=3)[O:20][N:19]=2)=[CH:14][C:6]=1[O:7][CH2:8][C:9]([O:11]CC)=O, predict the reaction product. The product is: [F:29][CH:3]([F:2])[O:4][C:5]1[CH:17]=[CH:16][C:15]([C:18]2[CH2:22][C:21]([CH3:28])([C:23]3[O:24][CH:25]=[N:26][N:27]=3)[O:20][N:19]=2)=[CH:14][C:6]=1[O:7][CH2:8][C:9]([NH2:1])=[O:11]. (4) Given the reactants C([O:5][C:6](=[O:35])[C:7]([CH2:11][NH:12][C:13]([C:15]1[N:16]=[C:17]([C:33]#[N:34])[C:18]2[C:23]([C:24]=1[OH:25])=[CH:22][CH:21]=[C:20]([O:26][C:27]1[CH:32]=[CH:31][CH:30]=[CH:29][CH:28]=1)[CH:19]=2)=[O:14])([CH3:10])[CH2:8][CH3:9])(C)(C)C, predict the reaction product. The product is: [C:33]([C:17]1[C:18]2[C:23](=[CH:22][CH:21]=[C:20]([O:26][C:27]3[CH:28]=[CH:29][CH:30]=[CH:31][CH:32]=3)[CH:19]=2)[C:24]([OH:25])=[C:15]([C:13]([NH:12][CH2:11][C:7]([CH3:10])([CH2:8][CH3:9])[C:6]([OH:35])=[O:5])=[O:14])[N:16]=1)#[N:34]. (5) Given the reactants Br[CH2:2][C:3]([O:5][C:6]([CH3:9])([CH3:8])[CH3:7])=[O:4].[Cl:10][C:11]1[CH:16]=[CH:15][C:14](/[CH:17]=[CH:18]/[C:19]([N:21]2[CH2:26][CH2:25][NH:24][CH2:23][C@H:22]2[CH3:27])=[O:20])=[C:13]([CH2:28][N:29]2[N:33]=[N:32][C:31]([CH3:34])=[N:30]2)[CH:12]=1.C(=O)([O-])[O-].[K+].[K+].O, predict the reaction product. The product is: [Cl:10][C:11]1[CH:16]=[CH:15][C:14](/[CH:17]=[CH:18]/[C:19]([N:21]2[CH2:26][CH2:25][N:24]([CH2:2][C:3]([O:5][C:6]([CH3:9])([CH3:8])[CH3:7])=[O:4])[CH2:23][C@H:22]2[CH3:27])=[O:20])=[C:13]([CH2:28][N:29]2[N:33]=[N:32][C:31]([CH3:34])=[N:30]2)[CH:12]=1.